This data is from hERG potassium channel inhibition data for cardiac toxicity prediction from Karim et al.. The task is: Regression/Classification. Given a drug SMILES string, predict its toxicity properties. Task type varies by dataset: regression for continuous values (e.g., LD50, hERG inhibition percentage) or binary classification for toxic/non-toxic outcomes (e.g., AMES mutagenicity, cardiotoxicity, hepatotoxicity). Dataset: herg_karim. The molecule is COc1ccccc1Oc1ccccc1CN1CCC2(CC1)CCN(C(=O)c1cc(N)ccn1)CC2. The result is 0 (non-blocker).